This data is from HIV replication inhibition screening data with 41,000+ compounds from the AIDS Antiviral Screen. The task is: Binary Classification. Given a drug SMILES string, predict its activity (active/inactive) in a high-throughput screening assay against a specified biological target. (1) The compound is c1cc2nnc1SCCSCCCSCCS2. The result is 0 (inactive). (2) The compound is Cc1ncc([N+](=O)[O-])n1CCNS(=O)(=O)CCCn1ncnc1[N+](=O)[O-]. The result is 0 (inactive). (3) The molecule is O=C(O)CN1C(=O)c2cccc3cccc(c23)C1=O. The result is 0 (inactive). (4) The compound is CC1=CC(=NNC(N)=S)C(C(O)(C(F)(F)F)C(F)(F)F)C(C)(C)C1. The result is 0 (inactive). (5) The molecule is CCNC1C2C3CC4C5CC(C42)C1(C)C53. The result is 0 (inactive). (6) The drug is CCC(C)C(CC)C(=O)NC(N)=O. The result is 0 (inactive).